Predict the product of the given reaction. From a dataset of Forward reaction prediction with 1.9M reactions from USPTO patents (1976-2016). (1) Given the reactants [Br:1][C:2]1[CH:11]=[CH:10][C:5]2[N:6]=[C:7](Cl)[S:8][C:4]=2[CH:3]=1.[Br-].[CH:13]1([Zn+])[CH2:15][CH2:14]1, predict the reaction product. The product is: [Br:1][C:2]1[CH:11]=[CH:10][C:5]2[N:6]=[C:7]([CH:13]3[CH2:15][CH2:14]3)[S:8][C:4]=2[CH:3]=1. (2) The product is: [NH2:1][C:4]1[CH:9]=[CH:8][C:7]([CH2:10][CH2:11][C:12]2[C:16]3[C:17](=[O:31])[N:18]([C:25]4[CH:26]=[CH:27][CH:28]=[CH:29][CH:30]=4)[C:19]4[N:20]=[CH:21][CH:22]=[CH:23][C:24]=4[C:15]=3[NH:14][N:13]=2)=[CH:6][CH:5]=1. Given the reactants [N+:1]([C:4]1[CH:9]=[CH:8][C:7]([CH2:10][CH2:11][C:12]2[C:16]3[C:17](=[O:31])[N:18]([C:25]4[CH:30]=[CH:29][CH:28]=[CH:27][CH:26]=4)[C:19]4[N:20]=[CH:21][CH:22]=[CH:23][C:24]=4[C:15]=3[NH:14][N:13]=2)=[CH:6][CH:5]=1)([O-])=O, predict the reaction product. (3) Given the reactants [Br:1][C:2]1[CH:7]=[C:6](I)[C:5]([Br:9])=[CH:4][C:3]=1I.[CH3:11][C:12]([OH:16])([C:14]#[CH:15])[CH3:13], predict the reaction product. The product is: [Br:1][C:2]1[CH:7]=[C:6]([C:15]#[C:14][C:12]([OH:16])([CH3:13])[CH3:11])[C:5]([Br:9])=[CH:4][C:3]=1[C:15]#[C:14][C:12]([CH3:13])([OH:16])[CH3:11]. (4) Given the reactants [C:1]([O:5][C:6]([N:8]1[CH2:14][CH2:13][C:12]2[C:15]([CH2:20][SH:21])=[C:16]([Cl:19])[CH:17]=[CH:18][C:11]=2[CH2:10][CH2:9]1)=[O:7])([CH3:4])([CH3:3])[CH3:2].Br[C:23]1[CH:28]=[CH:27][C:26]([C:29]2[N:30]=[C:31]([NH:34][CH2:35][CH:36]3[CH2:38][CH2:37]3)[S:32][CH:33]=2)=[CH:25][CH:24]=1.CC1(C)C2C(=C(P(C3C=CC=CC=3)C3C=CC=CC=3)C=CC=2)OC2C(P(C3C=CC=CC=3)C3C=CC=CC=3)=CC=CC1=2.C(N(C(C)C)CC)(C)C, predict the reaction product. The product is: [C:1]([O:5][C:6]([N:8]1[CH2:14][CH2:13][C:12]2[C:15]([CH2:20][S:21][C:23]3[CH:24]=[CH:25][C:26]([C:29]4[N:30]=[C:31]([NH:34][CH2:35][CH:36]5[CH2:37][CH2:38]5)[S:32][CH:33]=4)=[CH:27][CH:28]=3)=[C:16]([Cl:19])[CH:17]=[CH:18][C:11]=2[CH2:10][CH2:9]1)=[O:7])([CH3:4])([CH3:2])[CH3:3]. (5) Given the reactants [CH2:1]1[O:9][C:8]2[CH:7]=[CH:6][C:5]([C:10]([C:12]#[C:13][CH2:14][NH:15][S:16]([C:19]3[CH:24]=[CH:23][CH:22]=[C:21]([Cl:25])[CH:20]=3)(=[O:18])=[O:17])=O)=[CH:4][C:3]=2[O:2]1.[BrH:26], predict the reaction product. The product is: [Br:26][C:13]1[CH:12]=[C:10]([C:5]2[CH:6]=[CH:7][C:8]3[O:9][CH2:1][O:2][C:3]=3[CH:4]=2)[N:15]([S:16]([C:19]2[CH:24]=[CH:23][CH:22]=[C:21]([Cl:25])[CH:20]=2)(=[O:18])=[O:17])[CH:14]=1. (6) Given the reactants [NH:1]([C:6]([O:8][C:9]([CH3:12])([CH3:11])[CH3:10])=[O:7])[CH2:2][C:3]([OH:5])=O.[S:13]1[C:17]2[CH:18]=[C:19]([NH2:22])[CH:20]=[CH:21][C:16]=2[N:15]=[C:14]1[NH2:23], predict the reaction product. The product is: [NH2:23][C:14]1[S:13][C:17]2[CH:18]=[C:19]([NH:22][C:3](=[O:5])[CH2:2][NH:1][C:6](=[O:7])[O:8][C:9]([CH3:12])([CH3:11])[CH3:10])[CH:20]=[CH:21][C:16]=2[N:15]=1. (7) Given the reactants [CH3:1][O:2][C:3]([C:5]1[S:6][C:7]([C:12]([OH:14])=O)=[CH:8][C:9]=1[CH2:10][CH3:11])=[O:4].C(N(CC)CC)C.CN(C(ON1N=NC2C=CC=CC1=2)=[N+](C)C)C.F[P-](F)(F)(F)(F)F.C1C=CC2N(O)N=NC=2C=1.[NH:56]1[C:64]2[C:59](=[C:60]([CH2:65][NH2:66])[CH:61]=[CH:62][CH:63]=2)[CH:58]=[N:57]1, predict the reaction product. The product is: [CH3:1][O:2][C:3]([C:5]1[S:6][C:7]([C:12](=[O:14])[NH:66][CH2:65][C:60]2[CH:61]=[CH:62][CH:63]=[C:64]3[C:59]=2[CH:58]=[N:57][NH:56]3)=[CH:8][C:9]=1[CH2:10][CH3:11])=[O:4]. (8) Given the reactants Br[C:2]1[C:6]2[CH:7]=[C:8]([O:11][CH2:12][C:13]3[CH:18]=[CH:17][C:16]([C@@H:19]([C:26]#[C:27][CH3:28])[CH2:20][C:21]([O:23][CH2:24][CH3:25])=[O:22])=[CH:15][CH:14]=3)[CH:9]=[CH:10][C:5]=2[S:4][CH:3]=1.[OH:29][C:30]1[CH:35]=[CH:34][C:33](B(O)O)=[C:32]([CH3:39])[CH:31]=1.C([O-])([O-])=O.[Cs+].[Cs+], predict the reaction product. The product is: [OH:29][C:30]1[CH:35]=[CH:34][C:33]([C:2]2[C:6]3[CH:7]=[C:8]([O:11][CH2:12][C:13]4[CH:18]=[CH:17][C:16]([C@@H:19]([C:26]#[C:27][CH3:28])[CH2:20][C:21]([O:23][CH2:24][CH3:25])=[O:22])=[CH:15][CH:14]=4)[CH:9]=[CH:10][C:5]=3[S:4][CH:3]=2)=[C:32]([CH3:39])[CH:31]=1. (9) Given the reactants F[P-](F)(F)(F)(F)F.CN(C(ON1C2=NC=CC=C2N=N1)=[N+](C)C)C.C(N(CC)C(C)C)(C)C.[C:34]([O:38][C:39]([NH:41][CH2:42][C@H:43]1[CH2:48][CH2:47][C@H:46]([C:49]([NH:51][C@H:52]([C:70](=[O:83])[NH:71][C:72]2[CH:77]=[CH:76][C:75]([C:78]3[N:79]=[N:80][NH:81][N:82]=3)=[CH:74][CH:73]=2)[CH2:53][C:54]2[CH:59]=[CH:58][C:57]([C:60]3[CH:65]=[CH:64][CH:63]=[C:62]([C:66]([OH:68])=O)[C:61]=3[F:69])=[CH:56][CH:55]=2)=[O:50])[CH2:45][CH2:44]1)=[O:40])([CH3:37])([CH3:36])[CH3:35].[C:84]([O:88][C:89]([N:91]1[CH2:95][CH2:94][C@@H:93]([NH2:96])[CH2:92]1)=[O:90])([CH3:87])([CH3:86])[CH3:85], predict the reaction product. The product is: [C:34]([O:38][C:39]([NH:41][CH2:42][C@H:43]1[CH2:48][CH2:47][C@H:46]([C:49]([NH:51][C@H:52]([C:70](=[O:83])[NH:71][C:72]2[CH:77]=[CH:76][C:75]([C:78]3[N:82]=[N:81][NH:80][N:79]=3)=[CH:74][CH:73]=2)[CH2:53][C:54]2[CH:55]=[CH:56][C:57]([C:60]3[CH:65]=[CH:64][CH:63]=[C:62]([C:66]([NH:96][C@@H:93]4[CH2:94][CH2:95][N:91]([C:89]([O:88][C:84]([CH3:87])([CH3:86])[CH3:85])=[O:90])[CH2:92]4)=[O:68])[C:61]=3[F:69])=[CH:58][CH:59]=2)=[O:50])[CH2:45][CH2:44]1)=[O:40])([CH3:37])([CH3:35])[CH3:36]. (10) Given the reactants [C:1](Cl)(=O)[C:2](Cl)=O.[Cl:7][C:8]1[C:13]2[CH:14]=[CH:15][N:16]([CH3:17])[C:12]=2[C:11]([C:18]([OH:20])=O)=[CH:10][N:9]=1, predict the reaction product. The product is: [Cl:7][C:8]1[C:13]2[CH:14]=[CH:15][N:16]([CH3:17])[C:12]=2[C:11]([C:18]([N:9]2[CH2:2][CH2:1][CH2:12][CH2:13][CH2:8]2)=[O:20])=[CH:10][N:9]=1.